This data is from Peptide-MHC class II binding affinity with 134,281 pairs from IEDB. The task is: Regression. Given a peptide amino acid sequence and an MHC pseudo amino acid sequence, predict their binding affinity value. This is MHC class II binding data. (1) The peptide sequence is AEDVIPEGWKADTSY. The MHC is HLA-DPA10103-DPB10401 with pseudo-sequence HLA-DPA10103-DPB10401. The binding affinity (normalized) is 0.0745. (2) The peptide sequence is WASHIHLVIHRIRTL. The MHC is DRB1_1301 with pseudo-sequence DRB1_1301. The binding affinity (normalized) is 0.728. (3) The peptide sequence is SVTIKLDGNLLSSND. The MHC is HLA-DPA10201-DPB10501 with pseudo-sequence HLA-DPA10201-DPB10501. The binding affinity (normalized) is 0.467. (4) The peptide sequence is KLKIQNVIIDECYGA. The MHC is HLA-DPA10103-DPB10401 with pseudo-sequence HLA-DPA10103-DPB10401. The binding affinity (normalized) is 0.218. (5) The peptide sequence is INLIIHYVDRPGALG. The binding affinity (normalized) is 0.517. The MHC is DRB1_0101 with pseudo-sequence DRB1_0101. (6) The peptide sequence is KMPMYIAGYKTFDGR. The MHC is HLA-DQA10401-DQB10402 with pseudo-sequence HLA-DQA10401-DQB10402. The binding affinity (normalized) is 0.